Binary Classification. Given a T-cell receptor sequence (or CDR3 region) and an epitope sequence, predict whether binding occurs between them. From a dataset of TCR-epitope binding with 47,182 pairs between 192 epitopes and 23,139 TCRs. (1) The epitope is YLDAYNMMI. The TCR CDR3 sequence is CASSSLPIGAEAFF. Result: 1 (the TCR binds to the epitope). (2) The epitope is FPPTSFGPL. The TCR CDR3 sequence is CATSVVGSSDTDTQYF. Result: 1 (the TCR binds to the epitope).